Dataset: Catalyst prediction with 721,799 reactions and 888 catalyst types from USPTO. Task: Predict which catalyst facilitates the given reaction. (1) Reactant: [Br:1][C:2]1[CH:3]=[C:4]2[C:10]([C:11]3[CH:16]=[CH:15][CH:14]=[CH:13][C:12]=3[O:17][CH3:18])=[N:9][N:8](COCC[Si](C)(C)C)[C:5]2=[N:6][CH:7]=1.[F-].C([N+](CCCC)(CCCC)CCCC)CCC.C(O)(=O)C. Product: [Br:1][C:2]1[CH:3]=[C:4]2[C:10]([C:11]3[CH:16]=[CH:15][CH:14]=[CH:13][C:12]=3[O:17][CH3:18])=[N:9][NH:8][C:5]2=[N:6][CH:7]=1. The catalyst class is: 36. (2) Reactant: [C:1]([NH:8][C@H:9]([C:13]([OH:15])=[O:14])[CH:10]([CH3:12])[CH3:11])([O:3][C:4]([CH3:7])([CH3:6])[CH3:5])=[O:2].[OH-].C([N+](CCCC)(CCCC)CCCC)CCC.[CH2:34]([O:41][C:42](=[O:47])[CH2:43][CH2:44][CH2:45]Br)[C:35]1[CH:40]=[CH:39][CH:38]=[CH:37][CH:36]=1.C(=O)(O)[O-].[Na+]. Product: [CH2:34]([O:41][C:42](=[O:47])[CH2:43][CH2:44][CH2:45][O:14][C:13](=[O:15])[C@H:9]([CH:10]([CH3:11])[CH3:12])[NH:8][C:1]([O:3][C:4]([CH3:5])([CH3:7])[CH3:6])=[O:2])[C:35]1[CH:40]=[CH:39][CH:38]=[CH:37][CH:36]=1. The catalyst class is: 12. (3) The catalyst class is: 9. Product: [C:15]1(=[O:17])[C:14]2[C:13](=[CH:21][CH:20]=[CH:19][CH:18]=2)[C:12](=[O:22])[NH:16]1. Reactant: BrCC(C1C=CC=C(Cl)C=1)=O.[C:12]1(=[O:22])[NH:16][C:15](=[O:17])[C:14]2=[CH:18][CH:19]=[CH:20][CH:21]=[C:13]12.[K]. (4) Reactant: [Br:1][C:2]1[C:14](=[O:15])[N:13]([CH:16]2[CH2:20][CH2:19][CH2:18][CH2:17]2)[C:5]2[N:6]=[C:7](S(C)=O)[N:8]=[CH:9][C:4]=2[C:3]=1[CH3:21].[NH2:22][C:23]1[CH:28]=[CH:27][CH:26]=[CH:25][N:24]=1. Product: [Br:1][C:2]1[C:14](=[O:15])[N:13]([CH:16]2[CH2:20][CH2:19][CH2:18][CH2:17]2)[C:5]2[N:6]=[C:7]([NH:22][C:23]3[CH:28]=[CH:27][CH:26]=[CH:25][N:24]=3)[N:8]=[CH:9][C:4]=2[C:3]=1[CH3:21]. The catalyst class is: 11.